From a dataset of Forward reaction prediction with 1.9M reactions from USPTO patents (1976-2016). Predict the product of the given reaction. (1) Given the reactants [NH2:1][C:2]1[CH:7]=[CH:6][N:5]=[C:4]([Cl:8])[CH:3]=1.C([Li])CCC.[CH3:14][O:15][C:16]1[CH:17]=[C:18]([C:24]2[C:36](=[O:37])[N:35]([CH2:38][CH3:39])[C:27]3[N:28]=[C:29](S(C)=O)[N:30]=[CH:31][C:26]=3[CH:25]=2)[CH:19]=[C:20]([O:22][CH3:23])[CH:21]=1.C(OCC)(=O)C.O, predict the reaction product. The product is: [CH3:23][O:22][C:20]1[CH:19]=[C:18]([C:24]2[C:36](=[O:37])[N:35]([CH2:38][CH3:39])[C:27]3[N:28]=[C:29]([NH:1][C:2]4[CH:7]=[CH:6][N:5]=[C:4]([Cl:8])[CH:3]=4)[N:30]=[CH:31][C:26]=3[CH:25]=2)[CH:17]=[C:16]([O:15][CH3:14])[CH:21]=1. (2) Given the reactants [Cl:1][C:2]1[CH:7]=[C:6](Cl)[N:5]=[C:4]2[N:9]([CH3:12])[N:10]=[CH:11][C:3]=12.[CH3:13][O:14][C:15]1[N:20]=[CH:19][C:18](B(O)O)=[CH:17][CH:16]=1.CC([O-])=O.[K+], predict the reaction product. The product is: [Cl:1][C:2]1[CH:7]=[C:6]([C:18]2[CH:19]=[N:20][C:15]([O:14][CH3:13])=[CH:16][CH:17]=2)[N:5]=[C:4]2[N:9]([CH3:12])[N:10]=[CH:11][C:3]=12.